Dataset: Forward reaction prediction with 1.9M reactions from USPTO patents (1976-2016). Task: Predict the product of the given reaction. (1) Given the reactants [F:1][C:2]([F:22])([F:21])[C:3]1[CH:4]=[C:5]([CH:18]=[CH:19][CH:20]=1)[O:6][C:7]1[C:16]2[C:11](=[C:12]([NH2:17])[CH:13]=[CH:14][CH:15]=2)[N:10]=[CH:9][N:8]=1.[Cl:23][C:24]1[CH:32]=[CH:31][C:30]([CH2:33][NH:34][C:35](=[O:40])[C:36]([CH3:39])([CH3:38])[CH3:37])=[CH:29][C:25]=1[C:26](O)=[O:27].C(Cl)(=O)C(Cl)=O.CCN(C(C)C)C(C)C, predict the reaction product. The product is: [Cl:23][C:24]1[CH:32]=[CH:31][C:30]([CH2:33][NH:34][C:35](=[O:40])[C:36]([CH3:38])([CH3:37])[CH3:39])=[CH:29][C:25]=1[C:26]([NH:17][C:12]1[CH:13]=[CH:14][CH:15]=[C:16]2[C:11]=1[N:10]=[CH:9][N:8]=[C:7]2[O:6][C:5]1[CH:18]=[CH:19][CH:20]=[C:3]([C:2]([F:1])([F:21])[F:22])[CH:4]=1)=[O:27]. (2) Given the reactants [CH3:1][C:2]1[CH:7]=[CH:6][C:5]([Mg]Br)=[CH:4][CH:3]=1.[C:10](Cl)(=[O:17])[C:11]1[CH:16]=[CH:15][CH:14]=[CH:13][CH:12]=1, predict the reaction product. The product is: [CH3:1][C:2]1[CH:7]=[CH:6][C:5]([C:10]([C:11]2[CH:16]=[CH:15][CH:14]=[CH:13][CH:12]=2)=[O:17])=[CH:4][CH:3]=1.